This data is from Catalyst prediction with 721,799 reactions and 888 catalyst types from USPTO. The task is: Predict which catalyst facilitates the given reaction. (1) Reactant: Br[CH2:2][C:3]([OH:5])=[O:4].[N+:6]([C:9]1[CH:10]=[N:11][NH:12][CH:13]=1)([O-:8])=[O:7].C(=O)([O-])[O-].[K+].[K+]. Product: [N+:6]([C:9]1[CH:10]=[N:11][N:12]([CH2:2][C:3]([OH:5])=[O:4])[CH:13]=1)([O-:8])=[O:7]. The catalyst class is: 7. (2) Reactant: O[CH2:2][C:3]1[N:7]([CH3:8])[C:6]([C:9]([O:11][CH3:12])=[O:10])=[CH:5][CH:4]=1.[C:13]1(=[O:23])[NH:17][C:16](=[O:18])[C:15]2=[CH:19][CH:20]=[CH:21][CH:22]=[C:14]12.C1(P(C2C=CC=CC=2)C2C=CC=CC=2)C=CC=CC=1.N(C(OCC)=O)=NC(OCC)=O. Product: [O:18]=[C:16]1[C:15]2[C:14](=[CH:22][CH:21]=[CH:20][CH:19]=2)[C:13](=[O:23])[N:17]1[CH2:2][C:3]1[N:7]([CH3:8])[C:6]([C:9]([O:11][CH3:12])=[O:10])=[CH:5][CH:4]=1. The catalyst class is: 1. (3) Reactant: [NH2:1][CH:2]([C:4]1[CH:9]=[C:8]([CH:10]=[CH2:11])[C:7]([NH:12][S:13]([CH3:16])(=[O:15])=[O:14])=[C:6]([F:17])[CH:5]=1)[CH3:3].[C:18]([C:22]1[CH:27]=[CH:26][C:25]([C:28]#[C:29][C:30](O)=[O:31])=[CH:24][CH:23]=1)([CH3:21])([CH3:20])[CH3:19].CCOC(OC(OCC)=O)=O. The catalyst class is: 3. Product: [F:17][C:6]1[CH:5]=[C:4]([CH:2]([NH:1][C:30](=[O:31])[C:29]#[C:28][C:25]2[CH:26]=[CH:27][C:22]([C:18]([CH3:20])([CH3:19])[CH3:21])=[CH:23][CH:24]=2)[CH3:3])[CH:9]=[C:8]([CH:10]=[CH2:11])[C:7]=1[NH:12][S:13]([CH3:16])(=[O:15])=[O:14]. (4) Reactant: [Cl:1][C:2]1[N:6]2[CH:7]=[C:8]([C:15]3[CH:19]=[CH:18][O:17][CH:16]=3)[CH:9]=[C:10]([C:11]([F:14])([F:13])[F:12])[C:5]2=[N:4][C:3]=1[C:20]([N:22]1[CH2:26][CH2:25][CH:24]([C:27]#[N:28])[CH2:23]1)=[O:21].[NH2:29][OH:30]. Product: [Cl:1][C:2]1[N:6]2[CH:7]=[C:8]([C:15]3[CH:19]=[CH:18][O:17][CH:16]=3)[CH:9]=[C:10]([C:11]([F:14])([F:13])[F:12])[C:5]2=[N:4][C:3]=1[C:20]([N:22]1[CH2:26][CH2:25][CH:24]([C:27]([NH:29][OH:30])=[NH:28])[CH2:23]1)=[O:21]. The catalyst class is: 8. (5) Reactant: [CH3:1][O:2][C:3]1[CH:8]=[CH:7][C:6]([C:9]([F:12])([F:11])[F:10])=[CH:5][C:4]=1[C:13]1[C:21]2[C:16](=[N:17][C:18]([NH2:22])=[N:19][CH:20]=2)[N:15]([CH3:23])[N:14]=1.[Cl:24]N1C(=O)N(Cl)C(=O)N(Cl)C1=O. Product: [Cl:24][C:8]1[C:3]([O:2][CH3:1])=[C:4]([C:13]2[C:21]3[C:16](=[N:17][C:18]([NH2:22])=[N:19][CH:20]=3)[N:15]([CH3:23])[N:14]=2)[CH:5]=[C:6]([C:9]([F:11])([F:12])[F:10])[CH:7]=1. The catalyst class is: 65. (6) Reactant: C[O:2][C:3](=[O:21])[CH2:4][N:5]1[CH2:8][C:7]2([CH2:12][CH2:11][CH2:10][N:9]2[C:13]([O:15][C:16]([CH3:19])([CH3:18])[CH3:17])=[O:14])[C:6]1=[O:20].O[Li].O. Product: [C:16]([O:15][C:13]([N:9]1[CH2:10][CH2:11][CH2:12][C:7]21[C:6](=[O:20])[N:5]([CH2:4][C:3]([OH:21])=[O:2])[CH2:8]2)=[O:14])([CH3:19])([CH3:17])[CH3:18]. The catalyst class is: 20. (7) Reactant: [C:1](Cl)(=[O:5])[C:2](Cl)=[O:3].[CH:7]1[CH:8]=[C:9]([O:16][C:17]2[CH:24]=[CH:23][C:20]([C:21]#[N:22])=[CH:19][CH:18]=2)[N:10]2[C:15]=1[CH:14]=[CH:13][CH:12]=[CH:11]2.[NH2:25][C:26]1[S:30][N:29]=[C:28]([CH3:31])[CH:27]=1. Product: [C:21]([C:20]1[CH:23]=[CH:24][C:17]([O:16][C:9]2[N:10]3[C:15]([CH:14]=[CH:13][CH:12]=[CH:11]3)=[C:7]([C:1](=[O:5])[C:2]([NH:25][C:26]3[S:30][N:29]=[C:28]([CH3:31])[CH:27]=3)=[O:3])[CH:8]=2)=[CH:18][CH:19]=1)#[N:22]. The catalyst class is: 1.